Predict the product of the given reaction. From a dataset of Forward reaction prediction with 1.9M reactions from USPTO patents (1976-2016). (1) Given the reactants CC([O-])=O.N1CCN=C1[NH:10][C:11]1[CH:12]=[C:13]([C:21]#[N:22])[C:14]2[N:18]=[CH:17][NH:16][C:15]=2[C:19]=1[CH3:20].S(=O)(=O)(O)O, predict the reaction product. The product is: [NH2:10][C:11]1[CH:12]=[C:13]([C:21]#[N:22])[C:14]2[N:18]=[CH:17][NH:16][C:15]=2[C:19]=1[CH3:20]. (2) Given the reactants Br[C:2]1[CH:7]=[C:6]([C:8]([CH3:10])=[CH2:9])[CH:5]=[C:4]([S:11]([CH:14]([CH3:16])[CH3:15])(=[O:13])=O)[CH:3]=1.[C:17](OCC)(=O)C.[NH4+:23].[OH-:24], predict the reaction product. The product is: [CH:14]([S:11]([C:4]1[CH:3]=[C:2]([CH:7]=[C:6]([C:8]([CH3:10])=[CH2:9])[CH:5]=1)[C:17]#[N:23])(=[O:13])=[O:24])([CH3:16])[CH3:15]. (3) Given the reactants [OH-].COC(NS([N+](CC)(CC)CC)(=O)=O)=O.[Br:17][C:18]1[CH:23]=[CH:22][C:21]([C@@H:24]([N:26]2[CH2:31][CH2:30][C@:29]([CH2:38][C:39](O)([CH3:41])[CH3:40])([C:32]3[CH:37]=[CH:36][CH:35]=[CH:34][CH:33]=3)[O:28][C:27]2=[O:43])[CH3:25])=[CH:20][CH:19]=1, predict the reaction product. The product is: [Br:17][C:18]1[CH:19]=[CH:20][C:21]([C@@H:24]([N:26]2[CH2:31][CH2:30][C@@:29]([CH2:38][C:39]([CH3:41])=[CH2:40])([C:32]3[CH:33]=[CH:34][CH:35]=[CH:36][CH:37]=3)[O:28][C:27]2=[O:43])[CH3:25])=[CH:22][CH:23]=1. (4) Given the reactants CO[C:3](=[O:18])[C:4]1[CH:9]=[CH:8][C:7]([Br:10])=[CH:6][C:5]=1/[N:11]=[C:12]1\C(Cl)=NSS\1.[CH3:19][C:20]([CH3:25])([CH2:23][NH2:24])[CH2:21][NH2:22], predict the reaction product. The product is: [Br:10][C:7]1[CH:6]=[C:5]2[C:4]([C:3](=[O:18])[N:22]3[CH2:21][C:20]([CH3:25])([CH3:19])[CH2:23][NH:24][C:12]3=[N:11]2)=[CH:9][CH:8]=1. (5) Given the reactants [Na:1].N1C(N)=C2C(N(C([C@@H]([C@H](CO)OCP(O)(O)=O)O)=O)C=N2)=NC=1.[N:25]1([C:33]([C@@H:35]([C@H:37]([CH2:50][OH:51])[O:38][CH2:39][P:40]([O:46]C(C)C)([O:42]C(C)C)=[O:41])[OH:36])=[O:34])[CH:32]=[CH:31][C:29]([NH2:30])=[N:28][C:26]1=[O:27], predict the reaction product. The product is: [Na:1].[N:25]1([C:33]([C@@H:35]([C@H:37]([CH2:50][OH:51])[O:38][CH2:39][P:40]([OH:42])([OH:46])=[O:41])[OH:36])=[O:34])[CH:32]=[CH:31][C:29]([NH2:30])=[N:28][C:26]1=[O:27]. (6) Given the reactants [F:1][C:2]([F:15])([C:11]([F:14])([F:13])[F:12])[CH2:3][CH2:4][S:5]([CH2:8][C:9]#[N:10])(=[O:7])=[O:6].[F:16][C:17]([S:20][CH2:21][CH2:22]OS(C(F)(F)F)(=O)=O)([F:19])[F:18].C([O-])([O-])=O.[K+].[K+], predict the reaction product. The product is: [F:15][C:2]([F:1])([C:11]([F:12])([F:13])[F:14])[CH2:3][CH2:4][S:5]([CH:8]([CH2:22][CH2:21][S:20][C:17]([F:19])([F:18])[F:16])[C:9]#[N:10])(=[O:6])=[O:7].